The task is: Predict the reactants needed to synthesize the given product.. This data is from Full USPTO retrosynthesis dataset with 1.9M reactions from patents (1976-2016). (1) Given the product [C:24]([NH:27][C:28]1[S:29][CH:30]=[C:31]([C:20]2[CH:22]=[CH:48][C:47]([N:11]3[C:12]([Cl:14])=[CH:13][C:9]([NH:8][C:6]([O:5][C:1]([CH3:4])([CH3:3])[CH3:2])=[O:7])=[C:10]3[C:15]([O:17][CH2:18][CH3:19])=[O:16])=[CH:49][CH:21]=2)[N:32]=1)(=[O:26])[CH3:25], predict the reactants needed to synthesize it. The reactants are: [C:1]([O:5][C:6]([NH:8][C:9]1[CH:13]=[C:12]([Cl:14])[NH:11][C:10]=1[C:15]([O:17][CH2:18][CH3:19])=[O:16])=[O:7])([CH3:4])([CH3:3])[CH3:2].[CH:20](O)([CH3:22])[CH3:21].[C:24]([NH:27][C:28]1[S:29][C:30](C2C=CC(B(O)O)=CC=2)=[CH:31][N:32]=1)(=[O:26])[CH3:25].C(N([CH2:47][CH3:48])CC)C.[CH2:49](Cl)Cl. (2) The reactants are: [Cl:1][C:2]1[C:3]([O:12][C:13]2[CH:18]=[C:17]([O:19][CH2:20][CH2:21][N:22]3[CH2:27][CH2:26][O:25][CH2:24][CH2:23]3)[CH:16]=[CH:15][C:14]=2[CH2:28][CH2:29][CH2:30][OH:31])=[N:4][CH:5]=[C:6]([C:8]([F:11])([F:10])[F:9])[CH:7]=1.Cl[S:33]([N:36]=[C:37]=[O:38])(=[O:35])=[O:34].N1C=CC=CC=1.[CH:45]([O:48][CH2:49][CH2:50][NH2:51])([CH3:47])[CH3:46]. Given the product [CH:45]([O:48][CH2:49][CH2:50][NH:51][S:33]([NH:36][C:37](=[O:38])[O:31][CH2:30][CH2:29][CH2:28][C:14]1[CH:15]=[CH:16][C:17]([O:19][CH2:20][CH2:21][N:22]2[CH2:27][CH2:26][O:25][CH2:24][CH2:23]2)=[CH:18][C:13]=1[O:12][C:3]1[C:2]([Cl:1])=[CH:7][C:6]([C:8]([F:11])([F:9])[F:10])=[CH:5][N:4]=1)(=[O:35])=[O:34])([CH3:47])[CH3:46], predict the reactants needed to synthesize it. (3) Given the product [NH2:2][C:3]1[C:12]2[N:13]=[C:14]([CH2:37][CH2:38][O:39][CH3:40])[N:15]([CH2:16][CH2:17][CH2:18][N:19]([CH2:24][C:25]3[CH:36]=[CH:35][C:28]([O:29][CH2:30][C:31]([O:33][CH3:34])=[O:32])=[CH:27][CH:26]=3)[C:20](=[O:23])[CH2:21][N:43]([CH2:44][CH3:45])[CH2:41][CH3:42])[C:11]=2[C:10]2[CH:9]=[CH:8][CH:7]=[CH:6][C:5]=2[N:4]=1, predict the reactants needed to synthesize it. The reactants are: Cl.[NH2:2][C:3]1[C:12]2[N:13]=[C:14]([CH2:37][CH2:38][O:39][CH3:40])[N:15]([CH2:16][CH2:17][CH2:18][N:19]([CH2:24][C:25]3[CH:36]=[CH:35][C:28]([O:29][CH2:30][C:31]([O:33][CH3:34])=[O:32])=[CH:27][CH:26]=3)[C:20](=[O:23])[CH2:21]Cl)[C:11]=2[C:10]2[CH:9]=[CH:8][CH:7]=[CH:6][C:5]=2[N:4]=1.[CH2:41]([NH:43][CH2:44][CH3:45])[CH3:42]. (4) The reactants are: CO[CH:3](OC)[C:4]1[CH:27]=[CH:26][C:7]([NH:8][CH:9]2[CH2:14][CH2:13][N:12]([C:15]3[CH:25]=[CH:24]C(C(OCC)=O)=[CH:17][CH:16]=3)[CH2:11][CH2:10]2)=[CH:6][CH:5]=1.[I-].[Na+].Cl[Si](Cl)(Cl)C.[C:37](O)(=O)C.[NH2:41][CH2:42][C@@H:43]([C:45]1[CH:46]=[CH:47][C:48]([OH:56])=[C:49]([NH:51][S:52]([CH3:55])(=[O:54])=[O:53])[CH:50]=1)[OH:44].C([BH3-])#N.[Na+].Cl.[C:62]([O:65][CH2:66][CH3:67])(=[O:64])[CH3:63]. Given the product [CH2:66]([O:65][C:62](=[O:64])[C:63]1[CH:17]=[CH:16][C:15]([N:12]2[CH2:11][CH2:10][CH:9]([NH:8][C:7]3[CH:6]=[CH:5][C:4]([CH2:3][CH2:37][NH:41][CH2:42][C@H:43]([OH:44])[C:45]4[CH:46]=[CH:47][C:48]([OH:56])=[C:49]([NH:51][S:52]([CH3:55])(=[O:54])=[O:53])[CH:50]=4)=[CH:27][CH:26]=3)[CH2:14][CH2:13]2)=[CH:25][CH:24]=1)[CH3:67], predict the reactants needed to synthesize it. (5) Given the product [Br:1][C:2]1[CH:3]=[C:4]([NH:5][C:10]2[C:19]3[C:14](=[CH:15][CH:16]=[C:17]([N+:20]([O-:22])=[O:21])[CH:18]=3)[N:13]=[CH:12][N:11]=2)[CH:6]=[CH:7][CH:8]=1, predict the reactants needed to synthesize it. The reactants are: [Br:1][C:2]1[CH:3]=[C:4]([CH:6]=[CH:7][CH:8]=1)[NH2:5].Cl[C:10]1[C:19]2[C:14](=[CH:15][CH:16]=[C:17]([N+:20]([O-:22])=[O:21])[CH:18]=2)[N:13]=[CH:12][N:11]=1. (6) Given the product [F:1][C:2]1[CH:7]=[C:6]([O:8][CH2:9][CH:10]2[CH2:15][CH2:14][N:13]([CH2:16][C:17]([F:20])([CH3:18])[CH3:19])[CH2:12][CH2:11]2)[CH:5]=[CH:4][C:3]=1[C:21]1[C:22]([C:51]([N:31]2[CH2:35][CH2:34][CH2:33][C@H:32]2[C:36]([NH2:38])=[O:37])=[O:52])=[C:23]([F:30])[CH:24]=[CH:25][CH:26]=1, predict the reactants needed to synthesize it. The reactants are: [F:1][C:2]1[CH:7]=[C:6]([O:8][CH2:9][CH:10]2[CH2:15][CH2:14][N:13]([CH2:16][C:17]([F:20])([CH3:19])[CH3:18])[CH2:12][CH2:11]2)[CH:5]=[CH:4][C:3]=1[C:21]1[CH:26]=[CH:25][C:24](C(O)=O)=[C:23]([F:30])[CH:22]=1.[NH:31]1[CH2:35][CH2:34][CH2:33][C@H:32]1[C:36]([NH2:38])=[O:37].CCN(CC)CC.[NH4+].[Cl-].CN([CH:51]=[O:52])C. (7) Given the product [Cl:5][C:6]1[N:11]=[C:10]([C:12]([O:14][CH3:15])=[O:13])[CH:9]=[CH:8][CH:7]=1, predict the reactants needed to synthesize it. The reactants are: S(Cl)(Cl)=O.[Cl:5][C:6]1[N:11]=[C:10]([C:12]([OH:14])=[O:13])[CH:9]=[CH:8][CH:7]=1.[CH3:15]O.